This data is from Forward reaction prediction with 1.9M reactions from USPTO patents (1976-2016). The task is: Predict the product of the given reaction. (1) Given the reactants [F:1][C:2]1[CH:7]=[CH:6][C:5]([C:8]2[S:12][C:11]([CH3:13])=[N:10][C:9]=2[C:14]([OH:16])=O)=[CH:4][CH:3]=1.[NH:17]1[CH2:22][CH2:21][CH2:20][CH:19]([NH:23][C:24]([C:26]2[CH:27]=[CH:28][CH:29]=[C:30]3[O:34][CH:33]=[CH:32][C:31]=23)=[O:25])[CH2:18]1, predict the reaction product. The product is: [F:1][C:2]1[CH:3]=[CH:4][C:5]([C:8]2[S:12][C:11]([CH3:13])=[N:10][C:9]=2[C:14]([N:17]2[CH2:22][CH2:21][CH2:20][CH:19]([NH:23][C:24]([C:26]3[CH:27]=[CH:28][CH:29]=[C:30]4[O:34][CH:33]=[CH:32][C:31]=34)=[O:25])[CH2:18]2)=[O:16])=[CH:6][CH:7]=1. (2) Given the reactants [CH2:1]([O:8][C@@H:9]([C@@H:14]([C@@H:23]([CH2:25][O:26][C:27](=[O:33])[CH2:28][CH2:29][C:30]([CH3:32])=[O:31])[OH:24])[O:15][CH2:16][C:17]1[CH:22]=[CH:21][CH:20]=[CH:19][CH:18]=1)[C:10]([OH:13])=[CH:11][OH:12])[C:2]1[CH:7]=[CH:6][CH:5]=[CH:4][CH:3]=1.CC1(C)OO1.CC(C)=O.[CH2:43]([O:47][P:48]([O-:55])([O:50][CH2:51][CH2:52][CH2:53][CH3:54])=O)[CH2:44][CH2:45][CH3:46].[C:56](Cl)(=[O:61])[C:57]([CH3:60])([CH3:59])[CH3:58], predict the reaction product. The product is: [P:48]([O:12][CH:11]1[O:24][C@H:23]([CH2:25][O:26][C:27](=[O:33])[CH2:28][CH2:29][C:30]([CH3:32])=[O:31])[C@@H:14]([O:15][CH2:16][C:17]2[CH:22]=[CH:21][CH:20]=[CH:19][CH:18]=2)[C@H:9]([O:8][CH2:1][C:2]2[CH:7]=[CH:6][CH:5]=[CH:4][CH:3]=2)[C@H:10]1[O:13][C:56](=[O:61])[C:57]([CH3:60])([CH3:59])[CH3:58])([O:47][CH2:43][CH2:44][CH2:45][CH3:46])([O:50][CH2:51][CH2:52][CH2:53][CH3:54])=[O:55]. (3) Given the reactants [CH3:1][N:2]1[C:6]([NH:7][C:8](=O)[CH2:9][C:10]2[C:15]([F:16])=[CH:14][C:13]([F:17])=[CH:12][C:11]=2[F:18])=[C:5]([C:20]([O:22]CC)=[O:21])[N:4]=[CH:3]1.P(Cl)(Cl)(Cl)=O, predict the reaction product. The product is: [CH3:1][N:2]1[C:6]2[N:7]=[C:8]([CH2:9][C:10]3[C:11]([F:18])=[CH:12][C:13]([F:17])=[CH:14][C:15]=3[F:16])[O:22][C:20](=[O:21])[C:5]=2[N:4]=[CH:3]1. (4) Given the reactants [OH:1][CH2:2][CH:3]1[CH:8]([OH:9])[CH:7]([OH:10])[CH:6]([OH:11])[CH:5]([O:12][C:13]2[CH:17]=[CH:16][S:15][C:14]=2[CH:18]=[CH:19][C:20]2[CH:25]=[CH:24][C:23]([O:26][CH3:27])=[CH:22][CH:21]=2)[O:4]1, predict the reaction product. The product is: [OH:1][CH2:2][CH:3]1[CH:8]([OH:9])[CH:7]([OH:10])[CH:6]([OH:11])[CH:5]([O:12][C:13]2[CH:17]=[CH:16][S:15][C:14]=2[CH2:18][CH2:19][C:20]2[CH:21]=[CH:22][C:23]([O:26][CH3:27])=[CH:24][CH:25]=2)[O:4]1. (5) Given the reactants [CH3:1][C:2]1[CH:11]=[CH:10][CH:9]=[C:8]2[C:3]=1[C:4](=[O:26])[N:5]([CH:23]1[CH2:25][CH2:24]1)[C:6]([C@@H:12]([NH:15]C(=O)OC(C)(C)C)[CH2:13][CH3:14])=[N:7]2.Cl.C([O-])(O)=O.[Na+], predict the reaction product. The product is: [NH2:15][C@H:12]([C:6]1[N:5]([CH:23]2[CH2:25][CH2:24]2)[C:4](=[O:26])[C:3]2[C:8](=[CH:9][CH:10]=[CH:11][C:2]=2[CH3:1])[N:7]=1)[CH2:13][CH3:14]. (6) Given the reactants [CH2:1]([C:3]1[N:7]([C:8]2[C:16]3[O:15][CH2:14][C@@H:13]([NH:17][C:18]4[CH:30]=[CH:29][C:21]5[C@H:22]([CH2:25][C:26]([OH:28])=[O:27])[CH2:23][O:24][C:20]=5[CH:19]=4)[C:12]=3[CH:11]=[CH:10][CH:9]=2)[C:6]2[CH:31]=[C:32]([F:36])[CH:33]=[C:34]([F:35])[C:5]=2[N:4]=1)[CH3:2].[OH-].[Na+:38].C(#N)C, predict the reaction product. The product is: [CH2:1]([C:3]1[N:7]([C:8]2[C:16]3[O:15][CH2:14][C@@H:13]([NH:17][C:18]4[CH:30]=[CH:29][C:21]5[C@H:22]([CH2:25][C:26]([O-:28])=[O:27])[CH2:23][O:24][C:20]=5[CH:19]=4)[C:12]=3[CH:11]=[CH:10][CH:9]=2)[C:6]2[CH:31]=[C:32]([F:36])[CH:33]=[C:34]([F:35])[C:5]=2[N:4]=1)[CH3:2].[Na+:38]. (7) Given the reactants [N+:1]([C:4]1[CH:5]=[C:6]2[C:10](=[CH:11][CH:12]=1)[NH:9][N:8]=[CH:7]2)([O-:3])=[O:2].C1C(=O)N([I:20])C(=O)C1, predict the reaction product. The product is: [I:20][C:7]1[C:6]2[C:10](=[CH:11][CH:12]=[C:4]([N+:1]([O-:3])=[O:2])[CH:5]=2)[NH:9][N:8]=1.